This data is from Forward reaction prediction with 1.9M reactions from USPTO patents (1976-2016). The task is: Predict the product of the given reaction. Given the reactants C([NH:5][C:6]([N:8]1[C:16]2[C:11](=[CH:12][CH:13]=[CH:14][CH:15]=2)[C:10]([I:17])=[N:9]1)=[O:7])(C)(C)C.FC(F)(F)C(O)=O, predict the reaction product. The product is: [I:17][C:10]1[C:11]2[C:16](=[CH:15][CH:14]=[CH:13][CH:12]=2)[N:8]([C:6]([NH2:5])=[O:7])[N:9]=1.